This data is from Forward reaction prediction with 1.9M reactions from USPTO patents (1976-2016). The task is: Predict the product of the given reaction. (1) Given the reactants [OH:1][C:2]1[CH:3]=[C:4]2[C:8](=[CH:9][CH:10]=1)[NH:7][N:6]=[CH:5]2.[CH2:11](I)[CH3:12].C(=O)([O-])[O-].[K+].[K+], predict the reaction product. The product is: [CH2:11]([O:1][C:2]1[CH:3]=[C:4]2[C:8](=[CH:9][CH:10]=1)[NH:7][N:6]=[CH:5]2)[CH3:12]. (2) Given the reactants I[C:2]1[CH:7]=[C:6]([C:8]([CH3:15])([CH2:10][C:11]([CH3:14])([CH3:13])[CH3:12])[CH3:9])[CH:5]=[CH:4][C:3]=1[O:16][CH2:17][O:18][CH3:19].[CH:20]1[C:32]2[NH:31][C:30]3[C:25](=[CH:26][CH:27]=[CH:28][CH:29]=3)[C:24]=2[CH:23]=[CH:22][CH:21]=1.[O-]P([O-])([O-])=O.[K+].[K+].[K+].CN(C)[C@@H]1CCCC[C@H]1N, predict the reaction product. The product is: [CH3:19][O:18][CH2:17][O:16][C:3]1[CH:4]=[CH:5][C:6]([C:8]([CH3:15])([CH2:10][C:11]([CH3:14])([CH3:13])[CH3:12])[CH3:9])=[CH:7][C:2]=1[N:31]1[C:32]2[CH:20]=[CH:21][CH:22]=[CH:23][C:24]=2[C:25]2[C:30]1=[CH:29][CH:28]=[CH:27][CH:26]=2. (3) The product is: [N:11]1([C:14]([C:15]2[CH:20]=[CH:19][CH:18]=[CH:17][C:16]=2[C:21]([F:23])([F:22])[F:24])=[O:25])[CH2:12][CH2:13][NH:8][CH2:9][CH2:10]1. Given the reactants C(OC([N:8]1[CH2:13][CH2:12][N:11]([C:14](=[O:25])[C:15]2[CH:20]=[CH:19][CH:18]=[CH:17][C:16]=2[C:21]([F:24])([F:23])[F:22])[CH2:10][CH2:9]1)=O)(C)(C)C.CO.Cl.Cl, predict the reaction product. (4) Given the reactants [CH3:1][O:2][C:3]1[CH:9]=[CH:8][C:7]([C:10]([F:13])([F:12])[F:11])=[CH:6][C:4]=1[NH2:5].CN(C)C1C2C(=CC=CC=2N(C)C)C=CC=1.Cl[C:31](OC(Cl)(Cl)Cl)=[O:32], predict the reaction product. The product is: [N:5]([C:4]1[CH:6]=[C:7]([C:10]([F:11])([F:12])[F:13])[CH:8]=[CH:9][C:3]=1[O:2][CH3:1])=[C:31]=[O:32]. (5) Given the reactants [CH:1]1(/[CH:7]=[C:8](\[C:16]([C:18]2[CH:23]=[CH:22][CH:21]=[CH:20][C:19]=2[OH:24])=[O:17])/C(OC(C)(C)C)=O)[CH2:6][CH2:5][CH2:4][CH2:3][CH2:2]1.C1(C)C=CC(S(O)(=O)=O)=CC=1, predict the reaction product. The product is: [CH:1]1([C@H:7]2[CH2:8][C:16](=[O:17])[C:18]3[C:19](=[CH:20][CH:21]=[CH:22][CH:23]=3)[O:24]2)[CH2:6][CH2:5][CH2:4][CH2:3][CH2:2]1. (6) Given the reactants [Br:1][C:2]1[C:3]([CH3:10])=[N:4][C:5]([CH3:9])=[CH:6][C:7]=1[CH3:8].C1C(=O)N([Br:18])C(=O)C1.C(OOC(=O)C1C=CC=CC=1)(=O)C1C=CC=CC=1, predict the reaction product. The product is: [Br:1][C:2]1[C:3]([CH2:10][Br:18])=[N:4][C:5]([CH3:9])=[CH:6][C:7]=1[CH3:8]. (7) Given the reactants [S:1]1[CH:5]=[CH:4][CH:3]=[C:2]1[CH2:6][NH:7][C:8]([C:10]1[N:11]=[C:12]2[C:17](Br)=[CH:16][C:15](C3C=CC=CC=3)=[CH:14][N:13]2[C:25]=1[Cl:26])=[O:9].[O:27]1[CH:31]=[CH:30][C:29](B(O)O)=[CH:28]1.[O-]P([O-])([O-])=O.[K+].[K+].[K+].O1CCOCC1, predict the reaction product. The product is: [S:1]1[CH:5]=[CH:4][CH:3]=[C:2]1[CH2:6][NH:7][C:8]([C:10]1[N:11]=[C:12]2[C:17]([C:29]3[CH:30]=[CH:31][O:27][CH:28]=3)=[CH:16][CH:15]=[CH:14][N:13]2[C:25]=1[Cl:26])=[O:9]. (8) The product is: [F:1][C:2]1[CH:7]=[CH:6][CH:5]=[C:4]([F:8])[C:3]=1[C:9]1[CH:10]=[C:11]2[C:15](=[CH:16][CH:17]=1)[N:14]([S:18]([C:21]1[CH:27]=[CH:26][C:24]([CH3:25])=[CH:23][CH:22]=1)(=[O:20])=[O:19])[CH:13]=[C:12]2[C:35]1[CH:36]=[C:31]([O:30][CH3:29])[N:32]=[C:33]([N:41]2[CH2:46][CH2:45][CH:44]([NH:47][C:48](=[O:54])[O:49][C:50]([CH3:52])([CH3:51])[CH3:53])[CH2:43][CH2:42]2)[N:34]=1. Given the reactants [F:1][C:2]1[CH:7]=[CH:6][CH:5]=[C:4]([F:8])[C:3]=1[C:9]1[CH:10]=[C:11]2[C:15](=[CH:16][CH:17]=1)[N:14]([S:18]([C:21]1[CH:27]=[CH:26][C:24]([CH3:25])=[CH:23][CH:22]=1)(=[O:20])=[O:19])[CH:13]=[C:12]2I.[CH3:29][O:30][C:31]1[CH:36]=[C:35]([Sn](C)(C)C)[N:34]=[C:33]([N:41]2[CH2:46][CH2:45][CH:44]([NH:47][C:48](=[O:54])[O:49][C:50]([CH3:53])([CH3:52])[CH3:51])[CH2:43][CH2:42]2)[N:32]=1, predict the reaction product.